Dataset: Forward reaction prediction with 1.9M reactions from USPTO patents (1976-2016). Task: Predict the product of the given reaction. (1) Given the reactants [Cl:1][C:2]1[CH:3]=[C:4]([C:11]2[CH:12]=[C:13]3[C:18](=[CH:19][CH:20]=2)[N:17]=[CH:16][C:15]([C:21]([CH:23]2[CH2:25][CH2:24]2)=[O:22])=[C:14]3[NH:26][C@H:27]2[CH2:32][CH2:31][C@H:30]([N:33](C)[C:34](=O)OC(C)(C)C)[CH2:29][CH2:28]2)[CH:5]=[C:6]([O:9][CH3:10])[C:7]=1[OH:8].C(O)(C(F)(F)F)=O, predict the reaction product. The product is: [Cl:1][C:2]1[CH:3]=[C:4]([C:11]2[CH:12]=[C:13]3[C:18](=[CH:19][CH:20]=2)[N:17]=[CH:16][C:15]([C:21]([CH:23]2[CH2:24][CH2:25]2)=[O:22])=[C:14]3[NH:26][C@H:27]2[CH2:32][CH2:31][C@H:30]([NH:33][CH3:34])[CH2:29][CH2:28]2)[CH:5]=[C:6]([O:9][CH3:10])[C:7]=1[OH:8]. (2) Given the reactants [CH2:1]([C@:3]1([CH3:28])[C:7](=[O:8])[N:6]([C:9]2[CH:10]=[CH:11][C:12]([O:15][C:16]3[CH:23]=[CH:22][C:19]([C:20]#[N:21])=[C:18]([C:24]([CH3:26])=[CH2:25])[CH:17]=3)=[N:13][CH:14]=2)[C:5](=[O:27])[NH:4]1)[CH3:2], predict the reaction product. The product is: [CH2:1]([C@:3]1([CH3:28])[C:7](=[O:8])[N:6]([C:9]2[CH:10]=[CH:11][C:12]([O:15][C:16]3[CH:23]=[CH:22][C:19]([C:20]#[N:21])=[C:18]([CH:24]([CH3:25])[CH3:26])[CH:17]=3)=[N:13][CH:14]=2)[C:5](=[O:27])[NH:4]1)[CH3:2].